Dataset: Reaction yield outcomes from USPTO patents with 853,638 reactions. Task: Predict the reaction yield, written as a fraction of the theoretical maximum amount of product (1.0 means a 100% yield; for example, 0.34 means a 34% yield). (1) The reactants are C(O)[C@H]1O[C@H](O[C@]2(CO)O[C@H](CO)[C@@H](O)[C@@H]2O)[C@H](O)[C@@H](O)[C@@H]1O.[CH2:24]([O:26][C:27]([CH:29]1[C:33](=[O:34])[CH2:32][N:31]([C:35](=[O:52])[CH2:36][CH2:37][CH2:38][CH2:39][CH2:40][NH:41][C:42]([O:44][CH2:45][C:46]2[CH:51]=[CH:50][CH:49]=[CH:48][CH:47]=2)=[O:43])[CH2:30]1)=[O:28])[CH3:25]. The catalyst is O. The product is [CH2:24]([O:26][C:27]([CH:29]1[CH:33]([OH:34])[CH2:32][N:31]([C:35](=[O:52])[CH2:36][CH2:37][CH2:38][CH2:39][CH2:40][NH:41][C:42]([O:44][CH2:45][C:46]2[CH:47]=[CH:48][CH:49]=[CH:50][CH:51]=2)=[O:43])[CH2:30]1)=[O:28])[CH3:25]. The yield is 0.420. (2) The reactants are [CH2:1]([C@@H:5]1[NH:10][CH2:9][C@H:8]([CH2:11][CH:12]([CH3:14])[CH3:13])[NH:7][C:6]1=[O:15])[CH:2]([CH3:4])[CH3:3].[C:16]1([C:22]#[C:23][C:24](O)=[O:25])[CH:21]=[CH:20][CH:19]=[CH:18][CH:17]=1.CN(C(ON1N=NC2C=CC=NC1=2)=[N+](C)C)C.F[P-](F)(F)(F)(F)F.CCN(CC)CC. The catalyst is C(Cl)Cl. The product is [CH2:1]([CH:5]1[N:10]([C:24](=[O:25])[C:23]#[C:22][C:16]2[CH:21]=[CH:20][CH:19]=[CH:18][CH:17]=2)[CH2:9][CH:8]([CH2:11][CH:12]([CH3:14])[CH3:13])[NH:7][C:6]1=[O:15])[CH:2]([CH3:4])[CH3:3]. The yield is 0.304. (3) The reactants are [H-].[Na+].[N+:3]([C:6]1[N:7]=[C:8]2[N:13]([CH:14]=1)[CH2:12][C@H:11]([OH:15])[CH2:10][O:9]2)([O-:5])=[O:4].[Cl:16][C:17]1[CH:22]=[N:21][C:20]([CH2:23]I)=[CH:19][N:18]=1. The catalyst is CN(C=O)C. The product is [Cl:16][C:17]1[N:18]=[CH:19][C:20]([CH2:23][O:15][C@@H:11]2[CH2:10][O:9][C:8]3=[N:7][C:6]([N+:3]([O-:5])=[O:4])=[CH:14][N:13]3[CH2:12]2)=[N:21][CH:22]=1. The yield is 0.650. (4) The reactants are [C:1]([O:5][C:6](=[O:19])[C:7]1[CH:15]=[CH:14][C:10]([C:11]([OH:13])=O)=[CH:9][C:8]=1[N+:16]([O-:18])=[O:17])([CH3:4])([CH3:3])[CH3:2].O[N:21]1[C:25]2C=[CH:27][CH:28]=[CH:29][C:24]=2N=N1.CCN=C=NCCCN(C)C.N1CCCCC1. The catalyst is C(Cl)Cl. The product is [C:1]([O:5][C:6](=[O:19])[C:7]1[CH:15]=[CH:14][C:10]([C:11]([N:21]2[CH2:27][CH2:28][CH2:29][CH2:24][CH2:25]2)=[O:13])=[CH:9][C:8]=1[N+:16]([O-:18])=[O:17])([CH3:2])([CH3:3])[CH3:4]. The yield is 1.00. (5) The reactants are [CH3:1][O:2][C:3](=[O:27])[C@H:4]([NH:17][C:18]1[CH:23]=[C:22]([CH3:24])[C:21]([F:25])=[C:20]([CH3:26])[CH:19]=1)[CH2:5][CH2:6][CH2:7][CH2:8][NH:9]C(OC(C)(C)C)=O.FC(F)(F)C(O)=O. The catalyst is ClCCl. The product is [CH3:1][O:2][C:3](=[O:27])[C@H:4]([NH:17][C:18]1[CH:23]=[C:22]([CH3:24])[C:21]([F:25])=[C:20]([CH3:26])[CH:19]=1)[CH2:5][CH2:6][CH2:7][CH2:8][NH2:9]. The yield is 0.810. (6) The reactants are [Cl:1][C:2]1[C:3]([OH:40])=[C:4]([S:9]([N:12]([CH2:26][C:27]2[CH:32]=[CH:31][C:30]([C:33]3[CH:38]=[CH:37][C:36]([F:39])=[CH:35][CH:34]=3)=[CH:29][CH:28]=2)[CH2:13][C:14]2[CH:19]=[CH:18][CH:17]=[C:16]([CH2:20][NH:21][CH2:22][CH:23]([CH3:25])[CH3:24])[CH:15]=2)(=[O:11])=[O:10])[CH:5]=[C:6]([Cl:8])[CH:7]=1.[CH:41]1[CH:46]=[CH:45][C:44]([C:47]2[C:52]([N:53]=[C:54]=[O:55])=[CH:51][CH:50]=[CH:49][CH:48]=2)=[CH:43][CH:42]=1. The catalyst is C1COCC1. The product is [C:47]1([C:44]2[CH:45]=[CH:46][CH:41]=[CH:42][CH:43]=2)[CH:48]=[CH:49][CH:50]=[CH:51][C:52]=1[NH:53][C:54](=[O:55])[N:21]([CH2:20][C:16]1[CH:15]=[C:14]([CH:19]=[CH:18][CH:17]=1)[CH2:13][N:12]([CH2:26][C:27]1[CH:32]=[CH:31][C:30]([C:33]2[CH:34]=[CH:35][C:36]([F:39])=[CH:37][CH:38]=2)=[CH:29][CH:28]=1)[S:9]([C:4]1[CH:5]=[C:6]([Cl:8])[CH:7]=[C:2]([Cl:1])[C:3]=1[OH:40])(=[O:11])=[O:10])[CH2:22][CH:23]([CH3:25])[CH3:24]. The yield is 0.600. (7) The product is [F:18][C:15]1[CH:16]=[CH:17][C:12]([CH2:11][C:4]2[CH:3]=[C:2]([C:26]3[CH:25]=[CH:24][CH:23]=[C:22]([N+:19]([O-:21])=[O:20])[CH:27]=3)[C:10]3[O:9][CH2:8][CH2:7][C:6]=3[CH:5]=2)=[CH:13][CH:14]=1. The yield is 0.290. The reactants are Br[C:2]1[C:10]2[O:9][CH2:8][CH2:7][C:6]=2[CH:5]=[C:4]([CH2:11][C:12]2[CH:17]=[CH:16][C:15]([F:18])=[CH:14][CH:13]=2)[CH:3]=1.[N+:19]([C:22]1[CH:23]=[C:24](B(O)O)[CH:25]=[CH:26][CH:27]=1)([O-:21])=[O:20].[O-]P([O-])([O-])=O.[K+].[K+].[K+].COCCOC. The catalyst is C1C=CC([P]([Pd]([P](C2C=CC=CC=2)(C2C=CC=CC=2)C2C=CC=CC=2)([P](C2C=CC=CC=2)(C2C=CC=CC=2)C2C=CC=CC=2)[P](C2C=CC=CC=2)(C2C=CC=CC=2)C2C=CC=CC=2)(C2C=CC=CC=2)C2C=CC=CC=2)=CC=1.O.C(O)C. (8) The reactants are [CH3:1][N:2]1[CH2:7][CH2:6][CH2:5][CH2:4][C@@H:3]1[CH2:8][O:9][C:10]1[C:18]2[C:17]3[CH:19]=[C:20]([C:23]#[N:24])[N:21]=[CH:22][C:16]=3[N:15](COCC[Si](C)(C)C)[C:14]=2[N:13]=[CH:12][CH:11]=1.Br.[OH-].[Na+].Cl. The catalyst is O1CCOCC1. The product is [CH3:1][N:2]1[CH2:7][CH2:6][CH2:5][CH2:4][C@@H:3]1[CH2:8][O:9][C:10]1[C:18]2[C:17]3[CH:19]=[C:20]([C:23]#[N:24])[N:21]=[CH:22][C:16]=3[NH:15][C:14]=2[N:13]=[CH:12][CH:11]=1. The yield is 0.280. (9) The reactants are [CH2:1]([N:5]1[C:13]([N:14]2[CH2:19][CH2:18][NH:17][C@@H:16]([CH3:20])[CH2:15]2)=[N:12][C:11]2[C:6]1=[N:7][C:8]([C:27]1[CH:28]=[N:29][C:30]([NH2:33])=[N:31][CH:32]=1)=[N:9][C:10]=2[N:21]1[CH2:26][CH2:25][O:24][CH2:23][CH2:22]1)[CH:2]([CH3:4])[CH3:3].C1(N=C=NC2CCCCC2)CCCCC1.ON1C2C=CC=CC=2N=N1.[OH:59][C@H:60]([CH3:65])[CH2:61][C:62](O)=[O:63]. The catalyst is CN(C)C=O. The product is [NH2:33][C:30]1[N:31]=[CH:32][C:27]([C:8]2[N:7]=[C:6]3[C:11]([N:12]=[C:13]([N:14]4[CH2:19][CH2:18][N:17]([C:62](=[O:63])[CH2:61][C@H:60]([OH:59])[CH3:65])[C@@H:16]([CH3:20])[CH2:15]4)[N:5]3[CH2:1][CH:2]([CH3:4])[CH3:3])=[C:10]([N:21]3[CH2:26][CH2:25][O:24][CH2:23][CH2:22]3)[N:9]=2)=[CH:28][N:29]=1. The yield is 0.280.